This data is from Full USPTO retrosynthesis dataset with 1.9M reactions from patents (1976-2016). The task is: Predict the reactants needed to synthesize the given product. (1) The reactants are: [C:1]1(=[CH:6][C:7]2[CH:12]=[CH:11][C:10]([O:13][CH3:14])=[CH:9][C:8]=2[N+:15]([O-])=O)[CH2:5][CH2:4][CH2:3][CH2:2]1.[H][H]. Given the product [CH:1]1([CH2:6][C:7]2[CH:12]=[CH:11][C:10]([O:13][CH3:14])=[CH:9][C:8]=2[NH2:15])[CH2:2][CH2:3][CH2:4][CH2:5]1, predict the reactants needed to synthesize it. (2) Given the product [Cl:1][C:2]1[CH:3]=[CH:4][C:5]([CH:8]([CH:12]([CH3:14])[CH3:13])[C:9]([O:11][CH3:20])=[O:10])=[CH:6][CH:7]=1, predict the reactants needed to synthesize it. The reactants are: [Cl:1][C:2]1[CH:7]=[CH:6][C:5]([CH:8]([CH:12]([CH3:14])[CH3:13])[C:9]([OH:11])=[O:10])=[CH:4][CH:3]=1.OS(O)(=O)=O.[CH3:20]O. (3) Given the product [C:16]([O:15][C:13]([C:3]1[C:4]2[CH2:9][C:8]([CH3:11])([CH3:10])[O:7][CH2:6][C:5]=2[S:12][C:2]=1[NH:1][C:28]([NH:27][C:25](=[O:26])[C:24]1[CH:30]=[CH:31][CH:32]=[C:22]([O:21][CH3:20])[CH:23]=1)=[S:29])=[O:14])([CH3:19])([CH3:18])[CH3:17], predict the reactants needed to synthesize it. The reactants are: [NH2:1][C:2]1[S:12][C:5]2[CH2:6][O:7][C:8]([CH3:11])([CH3:10])[CH2:9][C:4]=2[C:3]=1[C:13]([O:15][C:16]([CH3:19])([CH3:18])[CH3:17])=[O:14].[CH3:20][O:21][C:22]1[CH:23]=[C:24]([CH:30]=[CH:31][CH:32]=1)[C:25]([N:27]=[C:28]=[S:29])=[O:26]. (4) Given the product [CH3:1][S:2]([C:5]1[CH:49]=[CH:48][CH:47]=[CH:46][C:6]=1[CH2:7][NH:8][C:9](=[O:45])[CH:10]([NH:19][C:20]1[CH:21]=[C:22]2[C:27](=[CH:28][CH:29]=1)[C:26]([N:30]([C:38]([O:40][C:41]([CH3:43])([CH3:42])[CH3:44])=[O:39])[C:31]([O:33][C:34]([CH3:37])([CH3:35])[CH3:36])=[O:32])=[N:25][CH:24]=[CH:23]2)[C:11]1[CH:16]=[CH:15][CH:14]=[C:13]([CH2:17][CH3:18])[CH:12]=1)(=[O:4])=[O:3], predict the reactants needed to synthesize it. The reactants are: [CH3:1][S:2]([C:5]1[CH:49]=[CH:48][CH:47]=[CH:46][C:6]=1[CH2:7][NH:8][C:9](=[O:45])[CH:10]([NH:19][C:20]1[CH:21]=[C:22]2[C:27](=[CH:28][CH:29]=1)[C:26]([N:30]([C:38]([O:40][C:41]([CH3:44])([CH3:43])[CH3:42])=[O:39])[C:31]([O:33][C:34]([CH3:37])([CH3:36])[CH3:35])=[O:32])=[N:25][CH:24]=[CH:23]2)[C:11]1[CH:16]=[CH:15][CH:14]=[C:13]([CH:17]=[CH2:18])[CH:12]=1)(=[O:4])=[O:3].